From a dataset of NCI-60 drug combinations with 297,098 pairs across 59 cell lines. Regression. Given two drug SMILES strings and cell line genomic features, predict the synergy score measuring deviation from expected non-interaction effect. (1) Drug 1: C1CC(C1)(C(=O)O)C(=O)O.[NH2-].[NH2-].[Pt+2]. Drug 2: CC12CCC3C(C1CCC2OP(=O)(O)O)CCC4=C3C=CC(=C4)OC(=O)N(CCCl)CCCl.[Na+]. Cell line: COLO 205. Synergy scores: CSS=40.8, Synergy_ZIP=-5.70, Synergy_Bliss=-0.370, Synergy_Loewe=-1.54, Synergy_HSA=-0.901. (2) Drug 1: CC(CN1CC(=O)NC(=O)C1)N2CC(=O)NC(=O)C2. Drug 2: C1=CC(=CC=C1C#N)C(C2=CC=C(C=C2)C#N)N3C=NC=N3. Cell line: MDA-MB-231. Synergy scores: CSS=9.27, Synergy_ZIP=-5.36, Synergy_Bliss=-3.64, Synergy_Loewe=-3.81, Synergy_HSA=-3.56. (3) Drug 1: CN(C)N=NC1=C(NC=N1)C(=O)N. Drug 2: CC1=C(C(CCC1)(C)C)C=CC(=CC=CC(=CC(=O)O)C)C. Cell line: OVCAR-4. Synergy scores: CSS=1.14, Synergy_ZIP=0.860, Synergy_Bliss=1.74, Synergy_Loewe=-0.137, Synergy_HSA=-0.143. (4) Drug 1: C1=NC(=NC(=O)N1C2C(C(C(O2)CO)O)O)N. Drug 2: COCCOC1=C(C=C2C(=C1)C(=NC=N2)NC3=CC=CC(=C3)C#C)OCCOC.Cl. Cell line: MALME-3M. Synergy scores: CSS=13.8, Synergy_ZIP=-3.73, Synergy_Bliss=2.27, Synergy_Loewe=2.21, Synergy_HSA=2.22.